From a dataset of Reaction yield outcomes from USPTO patents with 853,638 reactions. Predict the reaction yield, written as a fraction of the theoretical maximum amount of product (1.0 means a 100% yield; for example, 0.34 means a 34% yield). (1) The reactants are [C:1]([C:4]1[CH:12]=[CH:11][C:7]([C:8]([OH:10])=[O:9])=[CH:6][C:5]=1[Cl:13])(=[O:3])[CH3:2].[C:14](=O)([O-])[O-].[K+].[K+].IC.O. The catalyst is CN(C)C=O. The product is [C:1]([C:4]1[CH:12]=[CH:11][C:7]([C:8]([O:10][CH3:14])=[O:9])=[CH:6][C:5]=1[Cl:13])(=[O:3])[CH3:2]. The yield is 0.940. (2) The reactants are Cl[C:2]1[CH:7]=[C:6]([O:8][C:9]2[CH:14]=[CH:13][CH:12]=[CH:11][C:10]=2[O:15][CH3:16])[CH:5]=[CH:4][N:3]=1.[CH3:17][C:18]1[N:19]=[C:20]([NH2:23])[S:21][CH:22]=1.P([O-])([O-])([O-])=O.[K+].[K+].[K+].O. The catalyst is C1(C)C=CC=CC=1.C1C=CC(/C=C/C(/C=C/C2C=CC=CC=2)=O)=CC=1.C1C=CC(/C=C/C(/C=C/C2C=CC=CC=2)=O)=CC=1.C1C=CC(/C=C/C(/C=C/C2C=CC=CC=2)=O)=CC=1.[Pd].[Pd].C1(P(C2C=CC=CC=2)C2C3OC4C(=CC=CC=4P(C4C=CC=CC=4)C4C=CC=CC=4)C(C)(C)C=3C=CC=2)C=CC=CC=1. The product is [CH3:16][O:15][C:10]1[CH:11]=[CH:12][CH:13]=[CH:14][C:9]=1[O:8][C:6]1[CH:5]=[CH:4][N:3]=[C:2]([NH:23][C:20]2[S:21][CH:22]=[C:18]([CH3:17])[N:19]=2)[CH:7]=1. The yield is 0.822.